From a dataset of Reaction yield outcomes from USPTO patents with 853,638 reactions. Predict the reaction yield, written as a fraction of the theoretical maximum amount of product (1.0 means a 100% yield; for example, 0.34 means a 34% yield). (1) The reactants are [C:1]([NH:8][C@H:9]([C:14]([OH:16])=O)[C:10]([CH3:13])([CH3:12])[CH3:11])([O:3][C:4]([CH3:7])([CH3:6])[CH3:5])=[O:2].CN(C(ON1N=NC2C=CC=CC1=2)=[N+](C)C)C.[B-](F)(F)(F)F.C(N(CC)CC)C.[NH2:46][CH2:47][C:48]1[O:52][C:51]([C:53]([O:55][CH2:56][CH3:57])=[O:54])=[N:50][N:49]=1. The catalyst is ClCCl. The product is [CH2:56]([O:55][C:53]([C:51]1[O:52][C:48]([CH2:47][NH:46][C:14](=[O:16])[C@@H:9]([NH:8][C:1]([O:3][C:4]([CH3:5])([CH3:6])[CH3:7])=[O:2])[C:10]([CH3:11])([CH3:12])[CH3:13])=[N:49][N:50]=1)=[O:54])[CH3:57]. The yield is 0.640. (2) The reactants are [F:1][C:2]1[CH:3]=[CH:4][C:5]([C:21](=[O:30])[C:22]2[CH:27]=[CH:26][CH:25]=[CH:24][C:23]=2[O:28][CH3:29])=[C:6]([NH:8][C:9](=[O:20])[NH:10][C:11]2[S:12][CH:13]=[C:14]([CH2:16][C:17](O)=[O:18])[N:15]=2)[CH:7]=1.[O:31]([CH2:33][CH2:34][NH2:35])[CH3:32]. No catalyst specified. The product is [F:1][C:2]1[CH:3]=[CH:4][C:5]([C:21](=[O:30])[C:22]2[CH:27]=[CH:26][CH:25]=[CH:24][C:23]=2[O:28][CH3:29])=[C:6]([NH:8][C:9](=[O:20])[NH:10][C:11]2[S:12][CH:13]=[C:14]([CH2:16][C:17]([NH:35][CH2:34][CH2:33][O:31][CH3:32])=[O:18])[N:15]=2)[CH:7]=1. The yield is 0.650. (3) The reactants are C1N2CN3CN(C2)CN1C3.N12CCCN=C1CCCCC2.[CH3:22][C:23]1[O:24][CH2:25][CH:26]([C:28]([O:30][CH3:31])=[O:29])[N:27]=1. The catalyst is ClCCl.[Cu](Br)Br. The product is [CH3:22][C:23]1[O:24][CH:25]=[C:26]([C:28]([O:30][CH3:31])=[O:29])[N:27]=1. The yield is 0.340. (4) The reactants are [NH2:1][C:2]1[C:11]2[C:6](=[C:7](I)[C:8]([F:12])=[CH:9][CH:10]=2)[N:5]=[N:4][C:3]=1[C:14]([NH:16][CH:17]1[CH2:19][CH2:18]1)=[O:15].[CH3:20][O:21][C:22]1[N:27]=[C:26]([O:28][CH3:29])[C:25](B(O)O)=[CH:24][N:23]=1. No catalyst specified. The product is [NH2:1][C:2]1[C:11]2[C:6](=[C:7]([C:25]3[C:26]([O:28][CH3:29])=[N:27][C:22]([O:21][CH3:20])=[N:23][CH:24]=3)[C:8]([F:12])=[CH:9][CH:10]=2)[N:5]=[N:4][C:3]=1[C:14]([NH:16][CH:17]1[CH2:19][CH2:18]1)=[O:15]. The yield is 0.390. (5) The reactants are [I-].[Na+].I.[CH2:4]([N:11]1[CH2:20][CH2:19][C:18]2[C:13](=[CH:14][C:15]([NH2:22])=[CH:16][C:17]=2Cl)[CH2:12]1)[C:5]1[CH:10]=[CH:9][CH:8]=[CH:7][CH:6]=1.[NH2:23][C:24]1[CH:29]=[CH:28][C:27]([C:30]([F:33])([F:32])[F:31])=[CH:26][CH:25]=1. The catalyst is O1CCOCC1. The product is [CH2:4]([N:11]1[CH2:20][CH2:19][C:18]2[C:17]([NH:23][C:24]3[CH:29]=[CH:28][C:27]([C:30]([F:31])([F:32])[F:33])=[CH:26][CH:25]=3)=[CH:16][C:15]([NH2:22])=[CH:14][C:13]=2[CH2:12]1)[C:5]1[CH:10]=[CH:9][CH:8]=[CH:7][CH:6]=1. The yield is 0.790.